Predict which catalyst facilitates the given reaction. From a dataset of Catalyst prediction with 721,799 reactions and 888 catalyst types from USPTO. Reactant: [CH3:1][O:2][C:3]1[CH:8]=[CH:7][C:6]([CH2:9][CH2:10]C(O)=O)=[CH:5][CH:4]=1.[I:14]N1C(C)(C)C(=O)N(C)C1=O. Product: [I:14][CH2:10][CH2:9][C:6]1[CH:7]=[CH:8][C:3]([O:2][CH3:1])=[CH:4][CH:5]=1. The catalyst class is: 2.